This data is from Peptide-MHC class II binding affinity with 134,281 pairs from IEDB. The task is: Regression. Given a peptide amino acid sequence and an MHC pseudo amino acid sequence, predict their binding affinity value. This is MHC class II binding data. (1) The peptide sequence is GFFTSVGKGIHTVFG. The MHC is DRB1_1501 with pseudo-sequence DRB1_1501. The binding affinity (normalized) is 0.342. (2) The peptide sequence is KHMIAGVFFTFVLLL. The MHC is DRB1_0701 with pseudo-sequence DRB1_0701. The binding affinity (normalized) is 0.230.